From a dataset of Reaction yield outcomes from USPTO patents with 853,638 reactions. Predict the reaction yield, written as a fraction of the theoretical maximum amount of product (1.0 means a 100% yield; for example, 0.34 means a 34% yield). (1) The reactants are [Si:1]([O:18][CH:19]1[CH2:22][N:21]([C:23]2[O:24][CH:25]=[C:26]([C:28]([O:30]CC)=O)[N:27]=2)[CH2:20]1)([C:14]([CH3:17])([CH3:16])[CH3:15])([C:8]1[CH:13]=[CH:12][CH:11]=[CH:10][CH:9]=1)[C:2]1[CH:7]=[CH:6][CH:5]=[CH:4][CH:3]=1.C[NH2:34].C[Al](C)C.C(O)(=O)C. The catalyst is C1C=CC=CC=1.O. The product is [Si:1]([O:18][CH:19]1[CH2:20][N:21]([C:23]2[O:24][CH:25]=[C:26]([C:28](=[O:30])[NH2:34])[N:27]=2)[CH2:22]1)([C:14]([CH3:17])([CH3:16])[CH3:15])([C:2]1[CH:7]=[CH:6][CH:5]=[CH:4][CH:3]=1)[C:8]1[CH:13]=[CH:12][CH:11]=[CH:10][CH:9]=1. The yield is 0.520. (2) The reactants are [F:1][C:2]1[CH:7]=[CH:6][C:5]([C:8]([F:11])([F:10])[F:9])=[CH:4][C:3]=1[NH:12][C:13]1[N:17]=[C:16]([N:18](CC2C=CC(OC)=CC=2)CC2C=CC(OC)=CC=2)[N:15](CC2C=CC(OC)=CC=2)[N:14]=1.C(O)(C(F)(F)F)=O. No catalyst specified. The product is [F:1][C:2]1[CH:7]=[CH:6][C:5]([C:8]([F:9])([F:11])[F:10])=[CH:4][C:3]=1[NH:12][C:13]1[N:17]=[C:16]([NH2:18])[NH:15][N:14]=1. The yield is 0.180.